From a dataset of Catalyst prediction with 721,799 reactions and 888 catalyst types from USPTO. Predict which catalyst facilitates the given reaction. (1) Reactant: [C:1]([O:5][C:6]([N:8]1[CH2:13][CH2:12][CH:11]([OH:14])[CH:10]([CH2:15][O:16][CH2:17][O:18][CH3:19])[CH2:9]1)=[O:7])([CH3:4])([CH3:3])[CH3:2].CC(OI1(OC(C)=O)(OC(C)=O)OC(=O)C2C=CC=CC1=2)=O. Product: [C:1]([O:5][C:6]([N:8]1[CH2:13][CH2:12][C:11](=[O:14])[CH:10]([CH2:15][O:16][CH2:17][O:18][CH3:19])[CH2:9]1)=[O:7])([CH3:4])([CH3:3])[CH3:2]. The catalyst class is: 2. (2) Reactant: C(O)(C(F)(F)F)=O.C(OC(=O)[NH:14][C:15]1[C:24]2[C:19](=[CH:20][CH:21]=[CH:22][CH:23]=2)[C:18]([O:25][C:26]2[CH:31]=[CH:30][N:29]=[C:28]([NH:32][C:33]3[CH:38]=[C:37]([O:39][CH3:40])[CH:36]=[C:35]([O:41][CH2:42][CH2:43][O:44][CH2:45][CH2:46][O:47][CH2:48][CH2:49][O:50][CH2:51][CH2:52][O:53][CH2:54][CH2:55][O:56][CH2:57][CH2:58][O:59][CH2:60][CH2:61][O:62][CH3:63])[CH:34]=3)[CH:27]=2)=[CH:17][CH:16]=1)(C)(C)C. Product: [CH3:63][O:62][CH2:61][CH2:60][O:59][CH2:58][CH2:57][O:56][CH2:55][CH2:54][O:53][CH2:52][CH2:51][O:50][CH2:49][CH2:48][O:47][CH2:46][CH2:45][O:44][CH2:43][CH2:42][O:41][C:35]1[CH:34]=[C:33]([NH:32][C:28]2[CH:27]=[C:26]([O:25][C:18]3[C:19]4[C:24](=[CH:23][CH:22]=[CH:21][CH:20]=4)[C:15]([NH2:14])=[CH:16][CH:17]=3)[CH:31]=[CH:30][N:29]=2)[CH:38]=[C:37]([O:39][CH3:40])[CH:36]=1. The catalyst class is: 2. (3) Reactant: [CH3:1][N:2]1[C:10]2[C:5](=CC(N)=C[CH:9]=2)[CH:4]=[CH:3]1.[CH:12]([N:15]([CH2:19][CH3:20])[CH:16]([CH3:18])[CH3:17])([CH3:14])C.[OH-:21].[Li+].[OH2:23]. Product: [OH:21][C:4]1[CH:3]=[C:14]2[C:20]([CH2:19][N:15]([C:16]3[CH:17]=[C:5]4[C:10](=[CH:9][CH:18]=3)[N:2]([CH3:1])[CH:3]=[CH:4]4)[C:12]2=[O:23])=[CH:10][CH:5]=1. The catalyst class is: 8. (4) Reactant: C1C=C(Cl)C=C(C(OO)=[O:9])C=1.[Cl:12][C:13]1[CH:14]=[CH:15][C:16]([S:36][C:37]2[CH:42]=[CH:41][CH:40]=[CH:39][CH:38]=2)=[C:17]([CH2:19][N:20]2[C:29](=[O:30])[C:28]3[C:23](=[CH:24][CH:25]=[C:26]([C:31]([F:34])([F:33])[F:32])[CH:27]=3)[NH:22][C:21]2=[O:35])[CH:18]=1. Product: [C:37]1([S:36]([C:16]2[CH:15]=[CH:14][C:13]([Cl:12])=[CH:18][C:17]=2[CH2:19][N:20]2[C:29](=[O:30])[C:28]3[C:23](=[CH:24][CH:25]=[C:26]([C:31]([F:32])([F:34])[F:33])[CH:27]=3)[NH:22][C:21]2=[O:35])=[O:9])[CH:38]=[CH:39][CH:40]=[CH:41][CH:42]=1. The catalyst class is: 25. (5) Reactant: [Cl:1][C:2]1[CH:7]=[CH:6][N:5]=[C:4]([CH2:8][NH:9][C:10]2[O:11][C:12]3[C:18]([O:19][CH3:20])=[CH:17][C:16]([C:21]([OH:23])=O)=[CH:15][C:13]=3[N:14]=2)[CH:3]=1.[F:24][CH2:25][CH:26]1[NH:31][CH2:30][C:29]([CH2:33][CH2:34][OH:35])([CH3:32])[O:28][CH2:27]1.C(N(CC)C(C)C)(C)C.CN(C(ON1N=NC2C=CC=NC1=2)=[N+](C)C)C.F[P-](F)(F)(F)(F)F. Product: [Cl:1][C:2]1[CH:7]=[CH:6][N:5]=[C:4]([CH2:8][NH:9][C:10]2[O:11][C:12]3[C:18]([O:19][CH3:20])=[CH:17][C:16]([C:21]([N:31]4[CH:26]([CH2:25][F:24])[CH2:27][O:28][C:29]([CH2:33][CH2:34][OH:35])([CH3:32])[CH2:30]4)=[O:23])=[CH:15][C:13]=3[N:14]=2)[CH:3]=1. The catalyst class is: 9. (6) Reactant: [CH2:1]([OH:4])[CH2:2][CH3:3].[H-].[Na+].Cl[C:8]1[N:16]=[C:15]([Cl:17])[CH:14]=[CH:13][C:9]=1[C:10]([NH2:12])=[O:11]. Product: [Cl:17][C:15]1[CH:14]=[CH:13][C:9]([C:10]([NH2:12])=[O:11])=[C:8]([O:4][CH2:1][CH2:2][CH3:3])[N:16]=1. The catalyst class is: 3. (7) Reactant: [C:1]([S:4][CH2:5][C:6]1[CH:7]=[C:8]2[CH:14]=[C:13](Cl)[S:12](=S)[C:9]2=[N:10][CH:11]=1)(=[O:3])[CH3:2].OCC1C=C2C=CSC2=NC=1. The catalyst class is: 11. Product: [C:1]([S:4][CH2:5][C:6]1[CH:7]=[C:8]2[CH:14]=[CH:13][S:12][C:9]2=[N:10][CH:11]=1)(=[O:3])[CH3:2].